Dataset: Catalyst prediction with 721,799 reactions and 888 catalyst types from USPTO. Task: Predict which catalyst facilitates the given reaction. The catalyst class is: 8. Reactant: [CH2:1]([O:3][C:4](=[O:28])[C:5]1[CH:10]=[CH:9][C:8]([C:11](=O)[CH:12]=[C:13]([C:18]2[CH:23]=[C:22]([Cl:24])[CH:21]=[C:20]([Cl:25])[CH:19]=2)[C:14]([F:17])([F:16])[F:15])=[CH:7][C:6]=1[CH3:27])[CH3:2].Cl.[CH3:30][NH:31][OH:32].C(N(CC)CC)C. Product: [CH2:1]([O:3][C:4](=[O:28])[C:5]1[CH:10]=[CH:9][C:8]([C:11]2[N:31]([CH3:30])[O:32][C:13]([C:18]3[CH:23]=[C:22]([Cl:24])[CH:21]=[C:20]([Cl:25])[CH:19]=3)([C:14]([F:17])([F:16])[F:15])[CH:12]=2)=[CH:7][C:6]=1[CH3:27])[CH3:2].